Dataset: Full USPTO retrosynthesis dataset with 1.9M reactions from patents (1976-2016). Task: Predict the reactants needed to synthesize the given product. (1) Given the product [OH:2][C:1]1[CH:3]=[C:4]([OH:5])[CH:6]=[CH:7][C:8]=1[C:18](=[O:22])[CH:19]([CH3:21])[CH3:20], predict the reactants needed to synthesize it. The reactants are: [C:1]1([CH:8]=[CH:7][CH:6]=[C:4]([OH:5])[CH:3]=1)[OH:2].B(F)(F)F.CCOCC.[C:18](Cl)(=[O:22])[CH:19]([CH3:21])[CH3:20]. (2) Given the product [Br:1][CH:2]([CH2:6][C:7]1[N:8]=[CH:9][NH:10][CH:11]=1)[C:3]([O:5][CH3:12])=[O:4], predict the reactants needed to synthesize it. The reactants are: [Br:1][CH:2]([CH2:6][C:7]1[N:8]=[CH:9][NH:10][CH:11]=1)[C:3]([OH:5])=[O:4].[CH3:12]O. (3) Given the product [O:26]=[C:41]1[NH:38][CH2:15][C:11]2([CH2:10][CH2:9][N:8]([C:6]([O:5][C:1]([CH3:2])([CH3:3])[CH3:4])=[O:7])[CH2:13][CH2:12]2)[O:14]1, predict the reactants needed to synthesize it. The reactants are: [C:1]([O:5][C:6]([N:8]1[CH2:13][CH2:12][C:11]([CH2:15]C(O)=O)([OH:14])[CH2:10][CH2:9]1)=[O:7])([CH3:4])([CH3:3])[CH3:2].C1C=CC(P(N=[N+]=[N-])(C2C=CC=CC=2)=[O:26])=CC=1.CC[N:38]([CH2:41]C)CC. (4) Given the product [C:18]([N:13]1[C:12](=[O:14])[CH2:11][N:10]([CH3:15])[C:9](=[O:16])[C:8]1([CH2:1][C:2]1[CH:3]=[CH:4][CH:5]=[CH:6][CH:7]=1)[CH3:17])(=[O:20])[CH3:19], predict the reactants needed to synthesize it. The reactants are: [CH2:1]([C:8]1([CH3:17])[NH:13][C:12](=[O:14])[CH2:11][N:10]([CH3:15])[C:9]1=[O:16])[C:2]1[CH:7]=[CH:6][CH:5]=[CH:4][CH:3]=1.[C:18](OC(=O)C)(=[O:20])[CH3:19]. (5) Given the product [Cl:1][C:2]1[CH:3]=[C:4]([CH:8]=[C:9]([Cl:11])[CH:10]=1)[CH2:5][OH:6], predict the reactants needed to synthesize it. The reactants are: [Cl:1][C:2]1[CH:3]=[C:4]([CH:8]=[C:9]([Cl:11])[CH:10]=1)[C:5](O)=[O:6].[BH4-].[Na+]. (6) Given the product [CH3:1][S:2][C:3]1[S:7][C:6]2=[N:8][C:9]([C:11]([Cl:17])=[O:13])=[CH:10][N:5]2[N:4]=1, predict the reactants needed to synthesize it. The reactants are: [CH3:1][S:2][C:3]1[S:7][C:6]2=[N:8][C:9]([C:11]([OH:13])=O)=[CH:10][N:5]2[N:4]=1.C(Cl)(=O)C([Cl:17])=O. (7) Given the product [CH2:6]([O:5][C:3](=[O:4])[CH2:2][N:21]1[CH2:20][CH2:19][CH:18]([C:13]2[C:12]3[C:16](=[CH:17][C:9]([F:8])=[CH:10][CH:11]=3)[NH:15][N:14]=2)[CH2:23][CH2:22]1)[CH3:7], predict the reactants needed to synthesize it. The reactants are: Br[CH2:2][C:3]([O:5][CH2:6][CH3:7])=[O:4].[F:8][C:9]1[CH:17]=[C:16]2[C:12]([C:13]([CH:18]3[CH2:23][CH2:22][NH:21][CH2:20][CH2:19]3)=[N:14][NH:15]2)=[CH:11][CH:10]=1.CCN(CC)CC. (8) Given the product [C:1]([C:3]1[CH:30]=[CH:29][C:6]2[NH:7][C:8]([CH:10]([C:17]3[C:25]([O:26][CH3:27])=[CH:24][C:23]([CH3:28])=[C:22]4[C:18]=3[CH:19]=[CH:20][NH:21]4)[CH2:11][CH2:12][C:13]([OH:15])=[O:14])=[N:9][C:5]=2[CH:4]=1)#[N:2], predict the reactants needed to synthesize it. The reactants are: [C:1]([C:3]1[CH:30]=[CH:29][C:6]2[NH:7][C:8]([CH:10]([C:17]3[C:25]([O:26][CH3:27])=[CH:24][C:23]([CH3:28])=[C:22]4[C:18]=3[CH:19]=[CH:20][NH:21]4)[CH2:11][CH2:12][C:13]([O:15]C)=[O:14])=[N:9][C:5]=2[CH:4]=1)#[N:2].[OH-].[Na+].